From a dataset of Experimentally validated miRNA-target interactions with 360,000+ pairs, plus equal number of negative samples. Binary Classification. Given a miRNA mature sequence and a target amino acid sequence, predict their likelihood of interaction. (1) The miRNA is hsa-miR-3973 with sequence ACAAAGUACAGCAUUAGCCUUAG. The protein sequence of the target gene is MPKNSKVTQREHSNEHVTESVADLLALEEPVDYKQSVLNVAGETGGKQKVAEEELDTEDRPAWNSKLQYILAQIGFSVGLGNIWRFPYLCQKNGGGAYLVPYLVLLIIIGIPLFFLELAVGQRIRRGSIGVWHYVCPRLGGIGFSSCIVCLFVGLYYNVIIGWSVFYFFKSFQYPLPWSECPVIRNGTVAVVEPECEKSSATTYFWYREALDISNSISESGGLNWKMTLCLLVAWSIVGMAVVKGIQSSGKVMYFSSLFPYVVLACFLVRGLLLRGAVDGILHMFTPKLDKMLDPQVWRE.... Result: 0 (no interaction). (2) The miRNA is hsa-miR-17-3p with sequence ACUGCAGUGAAGGCACUUGUAG. The protein sequence of the target gene is MGKGDPKKPRGKMSSYAFFVQTCREEHKKKHPDASVNFSEFSKKCSERWKTMSAKEKGKFEDMAKADKARYEREMKTYIPPKGETKKKFKDPNAPKRPPSAFFLFCSEYRPKIKGEHPGLSIGDVAKKLGEMWNNTAADDKQPYEKKAAKLKEKYEKDIAAYRAKGKPDAAKKGVVKAEKSKKKKEEEDDEEDEEDEEEEEEEEDEDEEEDDDDE. Result: 0 (no interaction). (3) The miRNA is hsa-miR-6513-5p with sequence UUUGGGAUUGACGCCACAUGUCU. The protein sequence of the target gene is MFYFHCPPQLEGTAPFGNHSTGDFDDGFLRRKQRRNRTTFTLQQLEALEAVFAQTHYPDVFTREELAMKINLTEARVQVWFQNRRAKWRKTERGASDQEPGAKEPMAEVTPPPVRNINSPPPGDQTRSKKEALEAQQSLGRTVGPTGPFFPSCLPGTLLNTATYAQALSHVASLKGGPLCSCCVPDPMGLSFLPTYGCQSNRTASVAALRMKAREHSEAVLQSANLLPSTSSSPGPASKQAPPEGSQDKTSPTKEQSEGEKSV. Result: 0 (no interaction). (4) The miRNA is mmu-miR-599 with sequence UUGUGUCAGUUUAUCAAAC. The protein sequence of the target gene is MAEAALVITPQIPMVTEEFVKPSQGHVTFEDIAVYFSQEEWGLLDEAQRCLYHDVMLENFSLMASVGCLHGIEAEEAPSEQTLSAQGVSQARTPKLGPSIPNAHSCEMCILVMKDILYLSEHQGTLPWQKPYTSVASGKWFSFGSNLQQHQNQDSGEKHIRKEESSALLLNSCKIPLSDNLFPCKDVEKDFPTILGLLQHQTTHSRQEYAHRSRETFQQRRYKCEQVFNEKVHVTEHQRVHTGEKAYKRREYGKSLNSKYLFVEHQRTHNAEKPYVCNICGKSFLHKQTLVGHQQRIHTR.... Result: 0 (no interaction). (5) The miRNA is hsa-miR-4266 with sequence CUAGGAGGCCUUGGCC. The protein sequence of the target gene is METVPPAVDLVLGASACCLACVFTNPLEVVKTRLQLQGELQARGTYPRPYHGFIASVAAVARADGLWGLQKGLAAGLLYQGLMNGVRFYCYSLACQAGLTQQPGGTVVAGAVAGALGAFVGSPAYLIKTQLQAQTVAAVAVGHQHNHQTVLGALETIWRQQGLLGLWQGVGGAVPRVMVGSAAQLATFASAKAWVQKQQWLPEDSWLVALAGGMISSIAVVVVMTPFDVVSTRLYNQPVDTAGRGQLYGGLTDCMVKIWRQEGPLALYKGLGPAYLRLGPHTILSMLFWDELRKLAGRAQ.... Result: 1 (interaction). (6) The miRNA is mmu-miR-669m-5p with sequence UGUGUGCAUGUGCAUGUGUGUAU. The protein sequence of the target gene is MGCNRNCGLIAGAVIGAVLAVFGGILMPVGDMLIEKTIKKEVVLEEGTIAFKNWVKTGTDVYRQFWIFDVQNPDEVTVNSSKIKVKQRGPYTYRVRYLAKENITQDPETHTVSFLQPNGAIFEPSLSVGTEDDTFTILNLAVAAAPQLYPNTFMQGILNSFIKKSKSSMFQNRTLKELLWGYTDPFLNLVPYPITTTIGVFYPYNNTADGIYKVFNGKDDISKVAIIDTYKGRKNLSYWSSYCDLINGTDAASFPPFVEKTRVLQFFSSDICRSIYAVFGAEINLKGIPVYRFILPSFAF.... Result: 0 (no interaction). (7) The miRNA is hsa-miR-3935 with sequence UGUAGAUACGAGCACCAGCCAC. The protein sequence of the target gene is MAAPPQLQALLQAVNKLLRQRRYHAALAVIKGFRNGAVYGVKIRAPHALVMTFLFRSGSLREKLQAILKATYIHSRNLACFVFAYKSLHALQSHVQGETHQMHSFLAAFIGGLLLFGENNNINSQINMYLTSRVLYALCRLGVEKGYIPALKWDPFPLHTAVIWGLVLWLFEYHRPTLQPSLQSSMTYLYEDSNVWHDLSDFLIFNKSHPSK. Result: 0 (no interaction). (8) The miRNA is hsa-miR-3200-5p with sequence AAUCUGAGAAGGCGCACAAGGU. The protein sequence of the target gene is MDHFFIKRKRNSEVKYTEACSSSSVESGIVNSDNIEKNTDSNLQTSTSFEPHFKKKKVSARRYNEDYLKYGFIKCEKPFENDRPQCVICNNILANESLKPSKLKRHLETQHAELIDKPLEYFQRKKKDIKLSTQFLSCSTAVSEKALLSSYLVAYRVAKEKIANTAAEKIILPACLDMVRTIFDDKSADKLKTIPNDNTVSLRICTIAEHLETMLITRLQSGIDFAIQLDESTDIGSCTTLLVYVRYAWQDDFLEDFLCFLNLTSHLSGLDIFTELERRIVGQYKLNWKNCKGITSDGTA.... Result: 0 (no interaction). (9) The miRNA is hsa-miR-3135b with sequence GGCUGGAGCGAGUGCAGUGGUG. The protein sequence of the target gene is MVDMGALDNLIANTAYLQARKPSDCDSKELQRRRRSLALPGLQGCAELRQKLSLNFHSLCEQQPIGRRLFRDFLATVPTFRKAATFLEDVQNWELAEEGPTKDSALQGLVATCASAPAPGNPQPFLSQAVATKCQAATTEEERVAAVTLAKAEAMAFLQEQPFKDFVTSAFYDKFLQWKLFEMQPVSDKYFTEFRVLGKGGFGEVCAVQVKNTGKMYACKKLDKKRLKKKGGEKMALLEKEILEKVSSPFIVSLAYAFESKTHLCLVMSLMNGGDLKFHIYNVGTRGLDMSRVIFYSAQI.... Result: 1 (interaction). (10) The miRNA is rno-miR-378a-3p with sequence ACUGGACUUGGAGUCAGAAGG. The protein sequence of the target gene is MEKRLGVKPSPASWVLPGYCWQTSVKLPRSLYLLYSFFCFSVLWLSTDADESRCQQGKTLYGAGLRTEGENHLRLLAGSLPFHACRAACCRDSACHALWWLEGMCFQADCSKPQSCQPFRTDSSNSMLIIFQKSQTTDDLGLLPEDDEPHLLRLGWGRTSWRRQSLLGAPLTLSVPSSHHQSLLRDRQKRDLSVVPTHGAMQHSKVNHSEEAGALSPTSAEVRKTITVAGSFTSNHTTQTPEWPKNVSIHPEPSEHSSPVSGTPQVKSTEHSPTDAPLPVAPSYSYATPTPQASSQSTSA.... Result: 0 (no interaction).